This data is from Forward reaction prediction with 1.9M reactions from USPTO patents (1976-2016). The task is: Predict the product of the given reaction. (1) Given the reactants [CH3:1][O:2][C:3]1[CH:4]=[C:5]2[C:14](=[CH:15][CH:16]=1)[CH:13]([CH2:17]OS(C1C=CC(C)=CC=1)(=O)=O)[CH:12]([C:29]1[CH:34]=[CH:33][C:32]([O:35][CH3:36])=[CH:31][CH:30]=1)[CH:11]1[CH:6]2[CH2:7][CH2:8][CH2:9][CH2:10]1.[NH:37]1[CH2:41][CH2:40][CH2:39][CH2:38]1, predict the reaction product. The product is: [CH3:1][O:2][C:3]1[CH:4]=[C:5]2[C:14](=[CH:15][CH:16]=1)[CH:13]([CH2:17][N:37]1[CH2:41][CH2:40][CH2:39][CH2:38]1)[CH:12]([C:29]1[CH:34]=[CH:33][C:32]([O:35][CH3:36])=[CH:31][CH:30]=1)[CH:11]1[CH:6]2[CH2:7][CH2:8][CH2:9][CH2:10]1. (2) Given the reactants Cl[C:2]1[C:7]([C:8]([NH:10][C:11]2[C:12]([NH:18][CH2:19][CH3:20])=[N:13][C:14]([F:17])=[CH:15][CH:16]=2)=[O:9])=[CH:6][C:5]([Br:21])=[CH:4][N:3]=1.C[Si]([N-][Si](C)(C)C)(C)C.[Na+].C1COCC1, predict the reaction product. The product is: [Br:21][C:5]1[CH:4]=[N:3][C:2]2[N:18]([CH2:19][CH3:20])[C:12]3[N:13]=[C:14]([F:17])[CH:15]=[CH:16][C:11]=3[NH:10][C:8](=[O:9])[C:7]=2[CH:6]=1. (3) Given the reactants [CH2:1]([O:5][C:6]1[CH:7]=[CH:8][C:9]([C:12]([O:14]C)=[O:13])=[N:10][CH:11]=1)[C:2]#[C:3][CH3:4].[OH-].[Li+].CCOC(C)=O.Cl, predict the reaction product. The product is: [CH2:1]([O:5][C:6]1[CH:7]=[CH:8][C:9]([C:12]([OH:14])=[O:13])=[N:10][CH:11]=1)[C:2]#[C:3][CH3:4]. (4) Given the reactants [Br:1][C:2]1[CH:7]=[CH:6][CH:5]=[CH:4][C:3]=1O.[OH-].[Na+].CS([O:15][CH2:16][C:17]([F:20])([F:19])[F:18])(=O)=O, predict the reaction product. The product is: [Br:1][C:2]1[CH:7]=[CH:6][C:5]([O:15][CH2:16][C:17]([F:20])([F:19])[F:18])=[CH:4][CH:3]=1. (5) Given the reactants Br[C:2]1[CH:3]=[C:4]([CH:17]=[CH:18][CH:19]=1)[O:5][C:6]1[C:15]2[C:10](=[CH:11][CH:12]=[CH:13][CH:14]=2)[NH:9][C:8](=[O:16])[CH:7]=1.C(=O)([O-])[O-].[Na+].[Na+].CC1(C)C(C)(C)OB([C:34]2[CH:40]=[CH:39][C:37]([NH2:38])=[CH:36][CH:35]=2)O1, predict the reaction product. The product is: [NH2:38][C:37]1[CH:39]=[CH:40][C:34]([C:2]2[CH:19]=[CH:18][CH:17]=[C:4]([O:5][C:6]3[C:15]4[C:10](=[CH:11][CH:12]=[CH:13][CH:14]=4)[NH:9][C:8](=[O:16])[CH:7]=3)[CH:3]=2)=[CH:35][CH:36]=1. (6) Given the reactants [C:1]([NH:20][NH2:21])(=[O:19])[CH2:2][CH2:3][CH2:4][CH2:5][CH2:6][CH2:7][CH2:8][CH2:9][CH2:10][CH2:11][CH2:12][CH2:13][CH2:14][CH2:15][CH2:16][CH2:17][CH3:18].[C:22]([OH:41])(=O)[CH2:23][CH2:24][CH2:25][CH2:26][CH2:27][CH2:28][CH2:29][CH2:30][CH2:31][CH2:32][CH2:33][CH2:34][CH2:35][CH2:36][CH2:37][CH2:38][CH3:39].ON1C2C=CC=C[C:46]=2N=N1.C(N=C=NC(C)C)(C)C, predict the reaction product. The product is: [CH3:18][CH2:17][CH2:16][CH2:15][CH2:14][CH2:13][CH2:12][CH2:11][CH2:10][CH2:9][CH2:8][CH2:7][CH2:6][CH2:5][CH2:4][CH2:3][CH2:2][C:1]([NH:20][NH:21][C:22]([CH2:23][CH2:24][CH2:25][CH2:26][CH2:27][CH2:28][CH2:29][CH2:30][CH2:31][CH2:32][CH2:33][CH2:34][CH2:35][CH2:36][CH2:37][CH2:38][CH2:39][CH3:46])=[O:41])=[O:19]. (7) Given the reactants [CH3:1][O:2][C:3]([C:5]1[CH:9]=[C:8](Br)[S:7][CH:6]=1)=[O:4].[CH3:11][N:12]1[C:16](B2OC(C)(C)C(C)(C)O2)=[CH:15][CH:14]=[N:13]1.C(=O)([O-])[O-].[Cs+].[Cs+].O, predict the reaction product. The product is: [CH3:1][O:2][C:3]([C:5]1[CH:9]=[C:8]([C:16]2[N:12]([CH3:11])[N:13]=[CH:14][CH:15]=2)[S:7][CH:6]=1)=[O:4].